From a dataset of Full USPTO retrosynthesis dataset with 1.9M reactions from patents (1976-2016). Predict the reactants needed to synthesize the given product. (1) Given the product [I:22][C:8]1[N:7]2[C:2]([CH3:1])=[CH:3][C:4]([C:15]([O:17][CH2:18][CH2:19][CH2:20][CH3:21])=[O:16])=[CH:5][C:6]2=[N:10][C:9]=1[C:11]1([CH3:14])[CH2:12][CH2:13]1, predict the reactants needed to synthesize it. The reactants are: [CH3:1][C:2]1[N:7]2[CH:8]=[C:9]([C:11]3([CH3:14])[CH2:13][CH2:12]3)[N:10]=[C:6]2[CH:5]=[C:4]([C:15]([O:17][CH2:18][CH2:19][CH2:20][CH3:21])=[O:16])[CH:3]=1.[I:22]N1C(=O)CCC1=O.C(=O)([O-])O.[Na+]. (2) Given the product [C:25]([C:38]1[N:66]=[C:67]([NH:71][C:2]2[CH:7]=[CH:6][C:5]([S:8]([NH:11][C:12]3[S:13][CH:14]=[CH:15][N:16]=3)(=[O:10])=[O:9])=[C:4]([F:17])[CH:3]=2)[S:68][CH:33]=1)([CH3:65])([CH3:26])[CH3:24], predict the reactants needed to synthesize it. The reactants are: Br[C:2]1[CH:7]=[CH:6][C:5]([S:8]([NH:11][C:12]2[S:13][CH:14]=[CH:15][N:16]=2)(=[O:10])=[O:9])=[C:4]([F:17])[CH:3]=1.CC(C)([O-])C.[Na+].[CH3:24][C:25]1([CH3:65])[C:38]2C=CC=C(P(C3C=CC=CC=3)C3C=CC=CC=3)[C:33]=2OC2[C:26]1=CC=CC=2P(C1C=CC=CC=1)C1C=CC=CC=1.[NH2:66][C:67]1[S:68]C=C(C2C=CC(Cl)=CC=2)[N:71]=1.O1CCOCC1. (3) Given the product [CH3:47][O:46][C:42](=[O:45])/[CH:43]=[CH:44]/[C:2]1[CH:10]=[CH:9][C:8]2[C:4](=[C:5]([CH3:12])[N:6]([CH3:11])[N:7]=2)[C:3]=1[C:13]([O:15][CH3:16])=[O:14], predict the reactants needed to synthesize it. The reactants are: Br[C:2]1[CH:10]=[CH:9][C:8]2[C:4](=[C:5]([CH3:12])[N:6]([CH3:11])[N:7]=2)[C:3]=1[C:13]([O:15][CH3:16])=[O:14].C1(P(C2C=CC=CC=2)C2C=CC=CC=2)C=CC=CC=1.C(=O)([O-])[O-].[K+].[K+].[C:42]([O:46][CH3:47])(=[O:45])[CH:43]=[CH2:44]. (4) Given the product [CH2:1]([O:3][C:4]([C:6]1[S:10][C:9]2[CH:11]=[C:12]([O:15][CH:22]3[CH2:23][CH2:24][N:19]([CH:16]([CH3:18])[CH3:17])[CH2:20][CH2:21]3)[CH:13]=[CH:14][C:8]=2[CH:7]=1)=[O:5])[CH3:2], predict the reactants needed to synthesize it. The reactants are: [CH2:1]([O:3][C:4]([C:6]1[S:10][C:9]2[CH:11]=[C:12]([OH:15])[CH:13]=[CH:14][C:8]=2[CH:7]=1)=[O:5])[CH3:2].[CH:16]([N:19]1[CH2:24][CH2:23][CH:22](O)[CH2:21][CH2:20]1)([CH3:18])[CH3:17].C1(P(C2C=CC=CC=2)C2C=CC=CC=2)C=CC=CC=1.CC(OC(/N=N/C(OC(C)C)=O)=O)C. (5) Given the product [Br:20][C:17]1[CH:18]=[CH:19][C:14]([CH:8]([C:5]2[CH:4]=[CH:3][C:2]([Br:1])=[CH:7][CH:6]=2)[S:9][CH2:10][C:11]([NH:25][CH2:24][CH:21]2[CH2:23][CH2:22]2)=[O:13])=[CH:15][CH:16]=1, predict the reactants needed to synthesize it. The reactants are: [Br:1][C:2]1[CH:7]=[CH:6][C:5]([CH:8]([C:14]2[CH:19]=[CH:18][C:17]([Br:20])=[CH:16][CH:15]=2)[S:9][CH2:10][C:11]([OH:13])=O)=[CH:4][CH:3]=1.[CH:21]1([CH2:24][NH2:25])[CH2:23][CH2:22]1.